This data is from Experimentally validated miRNA-target interactions with 360,000+ pairs, plus equal number of negative samples. The task is: Binary Classification. Given a miRNA mature sequence and a target amino acid sequence, predict their likelihood of interaction. (1) The miRNA is mmu-miR-154-5p with sequence UAGGUUAUCCGUGUUGCCUUCG. The protein sequence of the target gene is MAAAGLALLCRRVSSALKSSRSLITPQVPACTGFFLSLLPKSTPNVTSFHQYRLLHTTLSRKGLEEFFDDPKNWGQEKVKSGAAWTCQQLRNKSNEDLHKLWYVLLKERNMLLTLEQEAKRQRLPMPSPERLDKVVDSMDALDKVVQEREDALRLLQTGQERARPGAWRRDIFGRIIWHKFKQWVIPWHLNKRYNRKRFFALPYVDHFLRLEREKRARIKARKENLERKKAKILLKKFPHLAEAQKSSLV. Result: 0 (no interaction). (2) Result: 0 (no interaction). The protein sequence of the target gene is MGSKGVYQYHWQSHNVKHSGVDDMVLLSKITENSIVENLKKRYMDDYIFTYIGSVLISVNPFKQMPYFGEKEIEMYQGAAQYENPPHIYALADNMYRNMIIDRENQCVIISGESGAGKTVAAKYIMSYISRVSGGGTKVQHVKDIILQSNPLLEAFGNAKTVRNNNSSRFGKYFEIQFSPGGEPDGGKISNFLLEKSRVVMRNPGERSFHIFYQLIEGASAEQKHSLGITSMDYYYYLSLSGSYKVDDIDDRREFQETLHAMNVIGIFAEEQTLVLQIVAGILHLGNISFKEVGNYAAVE.... The miRNA is hsa-miR-3683 with sequence UGCGACAUUGGAAGUAGUAUCA. (3) The miRNA is hsa-miR-19a-5p with sequence AGUUUUGCAUAGUUGCACUACA. The protein sequence of the target gene is MRAARALLPLLLQACWTAAQDEPETPRAVAFQDCPVDLFFVLDTSESVALRLKPYGALVDKVKSFTKRFIDNLRDRYYRCDRNLVWNAGALHYSDEVEIIQGLTRMPGGRDALKSSVDAVKYFGKGTYTDCAIKKGLEQLLVGGSHLKENKYLIVVTDGHPLEGYKEPCGGLEDAVNEAKHLGVKVFSVAITPDHLEPRLSIIATDHTYRRNFTAADWGQSRDAEEAISQTIDTIVDMIKNNVEQVCCSFECQPARGPPGLRGDPGFEGERGKPGLPGEKGEAGDPGRPGDLGPVGYQGM.... Result: 0 (no interaction). (4) The miRNA is hsa-miR-4799-5p with sequence AUCUAAAUGCAGCAUGCCAGUC. The protein sequence of the target gene is MALRPGAGASGAAGAGAGPGGAGSFMFPVAGGMRPPQAGLIPMQQQGFPMVSVMQPNMQGMMGMNYSSQMSQGPIAMQAGIPMGPMPAAGVPFLGQPPFLSMRPAGPQYTPDMQKQFAEEQQKRFEQQQKLLEEERKRRQFEEQKQKLRLLSSVKPKTGEKNRDDALEAIKGNLDGFSRDAKMHPTPASHPKKQGPSLEEKLLVSCDVSASGQEHIKLNTPDAGHKAIVPGSSKNCPGLMAHNRGAVDGCVSGPASAEAEKTSDQTLSKEESGVGVFPSQDPAQSRMPPWIYNESLVPDA.... Result: 0 (no interaction). (5) The protein sequence of the target gene is MAAALADMADLEELSRLSPLSPGSPGPAARGRAEPPEEEEEEDDEEAEAEAVAALLLNGGAGGGAGGGEAETMSEPSPESASQAGGDEDEDEEDDEDEGSSSGGAEEESSAESLVGSSSGGCSGDETRSLSPGAASSSSGDGDGKEGLEEPKGPRGGPGGPGSSGGGSSSSSVVSSGGDEGYGTGGGGSSATSGGRRGSLEMSSDGEPLSRMDSEDSISSTLMDIDSTISSGRSTPAMMNGQGSTTASSKHIAYNCCWDQCQACFNSSPDLADHIRSIHVDGQRGGVFVCLWKGCKVYNT.... Result: 1 (interaction). The miRNA is mmu-miR-7b-5p with sequence UGGAAGACUUGUGAUUUUGUUGUU. (6) The miRNA is hsa-miR-6727-3p with sequence UCCUGCCACCUCCUCCGCAG. The protein sequence of the target gene is MMKKNNSAKRGPQDGNQQPAPPEKVGWVRKFCGKGIFREIWKNRYVVLKGDQLYISEKEVKDEKNIQEVFDLSDYEKCEELRKSKSRSKKNHSKFTLAHSKQPGNTAPNLIFLAVSPEEKESWINALNSAITRAKNRILDEVTVEEDSYLAHPTRDRAKIQHSRRPPTRGHLMAVASTSTSDGMLTLDLIQEEDPSPEEPTSCAESFRVDLDKSVAQLAGSRRRADSDRIQPSADRASSLSRPWEKTDKGATYTPQAPKKLTPTEKGRCASLEEILSQRDAASARTLQLRAEEPPTPALP.... Result: 1 (interaction). (7) The miRNA is hsa-miR-671-5p with sequence AGGAAGCCCUGGAGGGGCUGGAG. The protein sequence of the target gene is MVSALRGAPLIRVHSSPVSSPSVSGPRRLVSCLSSQSSALSQSGGGSTSAAGIEARSRALRRRWCPAGIMLLALVCLLSCLLPSSEAKLYGRCELARVLHDFGLDGYRGYSLADWVCLAYFTSGFNAAALDYEADGSTNNGIFQINSRRWCSNLTPNVPNVCRMYCSDLLNPNLKDTVICAMKITQEPQGLGYWEAWRHHCQGKDLTEWVDGCDF. Result: 0 (no interaction). (8) The miRNA is hsa-miR-3680-3p with sequence UUUUGCAUGACCCUGGGAGUAGG. The protein sequence of the target gene is MAEASSLGRQSPRVVSCLEHSLCPGEPGLQTTAVVSMGSGDHQFNLAEILSQNYSVRGECEEASRCPDKPKEELEKDFISQSNDMPFDELLALYGYEASDPISDRESEGGDVAPNLPDMTLDKEQIAKDLLSGEEEEETQSSADDLTPSVTSHEASDLFPNRSGSRFLADEDREPGSSASSDTEEDSLPANKCKKEIMVGPQFQADLSNLHLNRHCEKIYENEDQLLWDPSVLPEREVEEFLYRAVKRRWHEMAGPQLPEGEAVKDSEQALYELVKCNFNVEEALRRLRFNVKVIRDGLC.... Result: 0 (no interaction). (9) The miRNA is hsa-miR-133b with sequence UUUGGUCCCCUUCAACCAGCUA. The protein sequence of the target gene is MKLLMVLMLAALSQHCYAGSGCPLLENVISKTINPQVSKTEYKELLQEFIDDNATTNAIDELKECFLNQTDETLSNVEVFMQLIYDSSLCDLF. Result: 0 (no interaction). (10) Result: 0 (no interaction). The miRNA is mmu-miR-148a-3p with sequence UCAGUGCACUACAGAACUUUGU. The protein sequence of the target gene is MKGGEGDTGEQAPLNPEVDSPAGSATYREFVHRGYLDLMGASQHSLRALSWRRLYLSRAKLKASSRTSALLSGFAMVAMVEVQLENDHEYPPGLLVAFSACTTVLVAVHLFALMVSTCLLPHIEAVSNIHNLNSVHQSPHQRLHRYVELAWGFSTALGTFLFLAEVVLVGWVKFVPIGAPMGKPAPVVPMSQVPPVTVSLSLASNLTPSSASITTSQQPSKACPPRQVCDSAHGPGWQAAMASTAIMVPVGLVFMAFALHFYRSLVAHKTDRHKQELEELSRLQGELQAV.